This data is from Peptide-MHC class I binding affinity with 185,985 pairs from IEDB/IMGT. The task is: Regression. Given a peptide amino acid sequence and an MHC pseudo amino acid sequence, predict their binding affinity value. This is MHC class I binding data. (1) The peptide sequence is QLTSSELMAI. The MHC is HLA-A02:01 with pseudo-sequence HLA-A02:01. The binding affinity (normalized) is 0.490. (2) The peptide sequence is ISPDGCYSL. The MHC is Mamu-A01 with pseudo-sequence Mamu-A01. The binding affinity (normalized) is 1.00.